From a dataset of Peptide-MHC class I binding affinity with 185,985 pairs from IEDB/IMGT. Regression. Given a peptide amino acid sequence and an MHC pseudo amino acid sequence, predict their binding affinity value. This is MHC class I binding data. (1) The peptide sequence is QLVWMACHSAA. The MHC is HLA-A02:06 with pseudo-sequence HLA-A02:06. The binding affinity (normalized) is 0. (2) The peptide sequence is YDRLASTVI. The MHC is HLA-A11:01 with pseudo-sequence HLA-A11:01. The binding affinity (normalized) is 0.0847. (3) The peptide sequence is LTAAVLLLI. The MHC is HLA-A01:01 with pseudo-sequence HLA-A01:01. The binding affinity (normalized) is 0.153.